From a dataset of Reaction yield outcomes from USPTO patents with 853,638 reactions. Predict the reaction yield, written as a fraction of the theoretical maximum amount of product (1.0 means a 100% yield; for example, 0.34 means a 34% yield). The reactants are [N:1]1[N:5]2[CH:6]=[CH:7][CH:8]=[CH:9][C:4]2=[CH:3][C:2]=1[CH2:10][OH:11].[H-].[Na+].Br[CH2:15][CH2:16][CH2:17][CH2:18][Cl:19]. The catalyst is C1COCC1. The product is [Cl:19][CH2:18][CH2:17][CH2:16][CH2:15][O:11][CH2:10][C:2]1[CH:3]=[C:4]2[CH:9]=[CH:8][CH:7]=[CH:6][N:5]2[N:1]=1. The yield is 0.330.